The task is: Predict the product of the given reaction.. This data is from Forward reaction prediction with 1.9M reactions from USPTO patents (1976-2016). (1) Given the reactants [C:1]([O:5][C:6]([NH:8][CH2:9]/[CH:10]=[CH:11]/[C:12]([O:14]C)=[O:13])=[O:7])([CH3:4])([CH3:3])[CH3:2].O[Li].O.C1COCC1, predict the reaction product. The product is: [C:1]([O:5][C:6]([NH:8][CH2:9]/[CH:10]=[CH:11]/[C:12]([OH:14])=[O:13])=[O:7])([CH3:4])([CH3:2])[CH3:3]. (2) Given the reactants [H-].[Na+].[N:3]1[O:4][C:5]([NH2:11])=[C:6]2[CH2:10][CH2:9][CH2:8][C:7]=12.[CH:12](=O)[C:13]1[CH:18]=[CH:17][CH:16]=[CH:15][CH:14]=1, predict the reaction product. The product is: [N:3]1[O:4][C:5]([N:11]=[CH:12][C:13]2[CH:18]=[CH:17][CH:16]=[CH:15][CH:14]=2)=[C:6]2[CH2:10][CH2:9][CH2:8][C:7]=12. (3) The product is: [CH3:1][O:2][C:3]1[CH:4]=[C:5]([N:11]([CH2:33][C:32]2[CH:35]=[CH:36][C:29]([O:28][CH3:27])=[CH:30][CH:31]=2)[C:12]([C:14]2[C:18]3[N:19]=[CH:20][N:21]=[C:22]([S:23][CH3:24])[C:17]=3[S:16][CH:15]=2)=[O:13])[CH:6]=[C:7]([O:9][CH3:10])[CH:8]=1. Given the reactants [CH3:1][O:2][C:3]1[CH:4]=[C:5]([NH:11][C:12]([C:14]2[C:18]3[N:19]=[CH:20][N:21]=[C:22]([S:23][CH3:24])[C:17]=3[S:16][CH:15]=2)=[O:13])[CH:6]=[C:7]([O:9][CH3:10])[CH:8]=1.[OH-].[Na+].[CH3:27][O:28][C:29]1[CH:36]=[CH:35][C:32]([CH2:33]Cl)=[CH:31][CH:30]=1.O, predict the reaction product. (4) Given the reactants [O:1]1[CH2:6][CH2:5][CH:4]([CH2:7][CH2:8][N:9]2[C:13]3=[N:14][C:15]([Sn](C)(C)C)=[CH:16][N:17]=[C:12]3[NH:11][C:10]2=[O:22])[CH2:3][CH2:2]1.[C:38]1([CH3:43])[CH:39]=[CH:40][CH:41]=[CH:42][C:37]=1P([C:37]1[CH:42]=[CH:41][CH:40]=[CH:39][C:38]=1[CH3:43])[C:37]1[CH:42]=[CH:41][CH:40]=[CH:39][C:38]=1[CH3:43].C([N:47]([CH2:50][CH3:51])CC)C.Cl.[CH3:53]N(C)C=O, predict the reaction product. The product is: [NH:47]1[CH2:50][CH2:51][CH2:53][CH:43]1[C:38]1[CH:37]=[CH:42][C:41]([C:15]2[N:14]=[C:13]3[N:9]([CH2:8][CH2:7][CH:4]4[CH2:5][CH2:6][O:1][CH2:2][CH2:3]4)[C:10](=[O:22])[NH:11][C:12]3=[N:17][CH:16]=2)=[CH:40][CH:39]=1.